Dataset: Reaction yield outcomes from USPTO patents with 853,638 reactions. Task: Predict the reaction yield, written as a fraction of the theoretical maximum amount of product (1.0 means a 100% yield; for example, 0.34 means a 34% yield). (1) The reactants are [Cl:1][C:2]1[CH:3]=[C:4]([N:12]([C@H:15]2[CH2:20][CH2:19][C@H:18]([N:21]([CH3:23])[CH3:22])[CH2:17][CH2:16]2)[CH2:13][CH3:14])[C:5]([CH3:11])=[C:6]([CH:10]=1)[C:7]([OH:9])=O.[Cl:24][C:25]1[C:30]([CH2:31][NH2:32])=[C:29]([Cl:33])[CH:28]=[C:27]([CH3:34])[N:26]=1.C1CN([P+](ON2N=NC3C=CC=CC2=3)(N2CCCC2)N2CCCC2)CC1.F[P-](F)(F)(F)(F)F.C(N(CC)CC)C. The catalyst is CS(C)=O. The product is [Cl:1][C:2]1[CH:3]=[C:4]([N:12]([C@H:15]2[CH2:16][CH2:17][C@H:18]([N:21]([CH3:23])[CH3:22])[CH2:19][CH2:20]2)[CH2:13][CH3:14])[C:5]([CH3:11])=[C:6]([CH:10]=1)[C:7]([NH:32][CH2:31][C:30]1[C:25]([Cl:24])=[N:26][C:27]([CH3:34])=[CH:28][C:29]=1[Cl:33])=[O:9]. The yield is 0.551. (2) The reactants are C([O:3][C:4](=[O:40])[C:5]([CH3:39])([O:7][C:8]1[CH:13]=[C:12]([CH:14]2[CH2:19][CH2:18][CH2:17][N:16]([C:20]([C:22]3[S:26][C:25]([C:27]4[CH:32]=[CH:31][C:30]([C:33]([F:36])([F:35])[F:34])=[CH:29][CH:28]=4)=[N:24][C:23]=3[CH3:37])=[O:21])[CH2:15]2)[CH:11]=[CH:10][C:9]=1[CH3:38])[CH3:6])C.C(=O)([O-])[O-].[K+].[K+].CO. The catalyst is O. The product is [CH3:39][C:5]([O:7][C:8]1[CH:13]=[C:12]([CH:14]2[CH2:19][CH2:18][CH2:17][N:16]([C:20]([C:22]3[S:26][C:25]([C:27]4[CH:32]=[CH:31][C:30]([C:33]([F:35])([F:36])[F:34])=[CH:29][CH:28]=4)=[N:24][C:23]=3[CH3:37])=[O:21])[CH2:15]2)[CH:11]=[CH:10][C:9]=1[CH3:38])([CH3:6])[C:4]([OH:40])=[O:3]. The yield is 0.890. (3) The reactants are [NH:1]1[C:9]2[C:4](=[CH:5][CH:6]=[C:7]([CH:10]=O)[CH:8]=2)[CH:3]=[CH:2]1.[CH3:12][NH2:13].[BH4-].[Na+].O. The catalyst is CO. The product is [NH:1]1[C:9]2[C:4](=[CH:5][CH:6]=[C:7]([CH2:10][NH:13][CH3:12])[CH:8]=2)[CH:3]=[CH:2]1. The yield is 1.00. (4) The reactants are [C:1]([O:7][CH2:8][C:9]([C:40]([O:42][CH2:43][CH3:44])=[O:41])([C:35]([O:37][CH2:38][CH3:39])=[O:36])[CH2:10][O:11]C(C1C=CC=CC=1)(C1C=CC(OC)=CC=1)C1C=CC(OC)=CC=1)(=[O:6])[C:2]([CH3:5])([CH3:4])[CH3:3].C(O)(C(F)(F)F)=O.N1C=CC=CC=1. The product is [C:1]([O:7][CH2:8][C:9]([C:35]([O:37][CH2:38][CH3:39])=[O:36])([C:40]([O:42][CH2:43][CH3:44])=[O:41])[CH2:10][OH:11])(=[O:6])[C:2]([CH3:3])([CH3:5])[CH3:4]. The catalyst is C(Cl)Cl.CO. The yield is 0.930. (5) The reactants are [NH2:1][C:2]1[CH:3]=[C:4]2[C:8](=[CH:9][CH:10]=1)[NH:7][C:6]([C:11]([CH3:22])([CH3:21])[CH2:12][NH:13][C:14](=[O:20])[O:15][C:16]([CH3:19])([CH3:18])[CH3:17])=[CH:5]2.[O:23]1[C:27]2[CH:28]=[C:29]([C:32]3([C:35](O)=[O:36])[CH2:34][CH2:33]3)[CH:30]=[CH:31][C:26]=2[O:25][CH2:24]1.C(Cl)CCl.C1C=CC2N(O)N=NC=2C=1.CCN(CC)CC. The product is [O:25]1[C:26]2[CH:31]=[CH:30][C:29]([C:32]3([C:35]([NH:1][C:2]4[CH:3]=[C:4]5[C:8](=[CH:9][CH:10]=4)[NH:7][C:6]([C:11]([CH3:22])([CH3:21])[CH2:12][NH:13][C:14](=[O:20])[O:15][C:16]([CH3:17])([CH3:19])[CH3:18])=[CH:5]5)=[O:36])[CH2:33][CH2:34]3)=[CH:28][C:27]=2[O:23][CH2:24]1. The catalyst is CN(C=O)C.O. The yield is 0.940. (6) The reactants are Cl.[CH3:2][O:3][C:4](=[O:9])[C@H:5]([CH2:7][OH:8])[NH2:6].CN1CCOCC1.[C:17](O)(=[O:35])[CH2:18][CH2:19][CH2:20][CH2:21][CH2:22][CH2:23][CH2:24][CH2:25][CH2:26][CH2:27][CH2:28][CH2:29][CH2:30][CH2:31][CH2:32][CH2:33][CH3:34].ON1C2C=CC=CC=2N=N1.C1(N=C=NC2CCCCC2)CCCCC1. The catalyst is ClCCl. The product is [CH3:2][O:3][C:4](=[O:9])[C@H:5]([CH2:7][OH:8])[NH:6][C:17](=[O:35])[CH2:18][CH2:19][CH2:20][CH2:21][CH2:22][CH2:23][CH2:24][CH2:25][CH2:26][CH2:27][CH2:28][CH2:29][CH2:30][CH2:31][CH2:32][CH2:33][CH3:34]. The yield is 0.900. (7) The reactants are [OH:1][C:2]1[CH:3]=[CH:4][C:5]([CH3:28])=[C:6]([C:8]2[C:17]3[C:12](=[CH:13][C:14]([S:18]([NH:21][C:22]4[CH:27]=[CH:26][N:25]=[CH:24][N:23]=4)(=[O:20])=[O:19])=[CH:15][CH:16]=3)[CH:11]=[CH:10][N:9]=2)[CH:7]=1.Cl[C:30]1[CH:35]=[CH:34][CH:33]=[CH:32][N:31]=1.C(=O)([O-])[O-].[Cs+].[Cs+]. The catalyst is CN(C=O)C. The product is [CH3:28][C:5]1[CH:4]=[CH:3][C:2]([O:1][C:30]2[CH:35]=[CH:34][CH:33]=[CH:32][N:31]=2)=[CH:7][C:6]=1[C:8]1[C:17]2[C:12](=[CH:13][C:14]([S:18]([NH:21][C:22]3[CH:27]=[CH:26][N:25]=[CH:24][N:23]=3)(=[O:19])=[O:20])=[CH:15][CH:16]=2)[CH:11]=[CH:10][N:9]=1. The yield is 0.370. (8) The reactants are S(=O)(=O)(O)O.[F:6][C:7]1[CH:8]=[C:9]([CH:13]=[CH:14][C:15]=1[CH3:16])[C:10]([OH:12])=[O:11].[C:17](=O)([O-])[O-].[Na+].[Na+]. The catalyst is CO. The product is [F:6][C:7]1[CH:8]=[C:9]([CH:13]=[CH:14][C:15]=1[CH3:16])[C:10]([O:12][CH3:17])=[O:11]. The yield is 0.730.